Dataset: NCI-60 drug combinations with 297,098 pairs across 59 cell lines. Task: Regression. Given two drug SMILES strings and cell line genomic features, predict the synergy score measuring deviation from expected non-interaction effect. (1) Drug 1: C1CC(=O)NC(=O)C1N2CC3=C(C2=O)C=CC=C3N. Drug 2: C1CN1P(=S)(N2CC2)N3CC3. Cell line: SK-MEL-5. Synergy scores: CSS=10.5, Synergy_ZIP=-4.18, Synergy_Bliss=-3.27, Synergy_Loewe=-18.5, Synergy_HSA=-3.50. (2) Drug 1: CC(CN1CC(=O)NC(=O)C1)N2CC(=O)NC(=O)C2. Drug 2: CC1=C(C(=CC=C1)Cl)NC(=O)C2=CN=C(S2)NC3=CC(=NC(=N3)C)N4CCN(CC4)CCO. Cell line: SNB-75. Synergy scores: CSS=11.3, Synergy_ZIP=0.532, Synergy_Bliss=3.05, Synergy_Loewe=-41.5, Synergy_HSA=1.41. (3) Drug 1: C1=CC(=CC=C1C#N)C(C2=CC=C(C=C2)C#N)N3C=NC=N3. Drug 2: C1CCC(C(C1)N)N.C(=O)(C(=O)[O-])[O-].[Pt+4]. Cell line: HL-60(TB). Synergy scores: CSS=37.7, Synergy_ZIP=3.33, Synergy_Bliss=3.62, Synergy_Loewe=5.44, Synergy_HSA=5.55. (4) Drug 1: CC1=C(C(=O)C2=C(C1=O)N3CC4C(C3(C2COC(=O)N)OC)N4)N. Drug 2: CCC1(C2=C(COC1=O)C(=O)N3CC4=CC5=C(C=CC(=C5CN(C)C)O)N=C4C3=C2)O.Cl. Cell line: HT29. Synergy scores: CSS=-1.81, Synergy_ZIP=-13.3, Synergy_Bliss=-32.3, Synergy_Loewe=-42.4, Synergy_HSA=-31.0. (5) Drug 1: COC1=NC(=NC2=C1N=CN2C3C(C(C(O3)CO)O)O)N. Drug 2: C1CN(P(=O)(OC1)NCCCl)CCCl. Cell line: TK-10. Synergy scores: CSS=9.01, Synergy_ZIP=-3.93, Synergy_Bliss=2.07, Synergy_Loewe=5.29, Synergy_HSA=5.33. (6) Drug 1: C1=C(C(=O)NC(=O)N1)N(CCCl)CCCl. Drug 2: CC(C)(C#N)C1=CC(=CC(=C1)CN2C=NC=N2)C(C)(C)C#N. Cell line: COLO 205. Synergy scores: CSS=35.4, Synergy_ZIP=0.925, Synergy_Bliss=-0.638, Synergy_Loewe=-2.21, Synergy_HSA=-1.89.